Task: Predict the product of the given reaction.. Dataset: Forward reaction prediction with 1.9M reactions from USPTO patents (1976-2016) (1) Given the reactants [CH2:1]([N:3]1[C:11]2[CH:10]=[C:9]3[NH:12][C:13]([C:15]4[C:23]5[C:18](=[CH:19][CH:20]=[C:21]([C:24]([NH2:26])=[O:25])[CH:22]=5)[NH:17][N:16]=4)=[N:14][C:8]3=[CH:7][C:6]=2[C:5]([CH3:28])([CH3:27])[C:4]1=[O:29])[CH3:2].CO[CH:32]([N:35]([CH3:37])[CH3:36])OC, predict the reaction product. The product is: [CH3:32][N:35]([CH:37]=[N:26][C:24]([C:21]1[CH:22]=[C:23]2[C:18](=[CH:19][CH:20]=1)[NH:17][N:16]=[C:15]2[C:13]1[NH:12][C:9]2[C:8]([N:14]=1)=[CH:7][C:6]1[C:5]([CH3:28])([CH3:27])[C:4](=[O:29])[N:3]([CH2:1][CH3:2])[C:11]=1[CH:10]=2)=[O:25])[CH3:36]. (2) Given the reactants [CH3:1][O:2][C:3]1[CH:8]=[C:7]([O:9][CH3:10])[CH:6]=[CH:5][C:4]=1[CH2:11]C(O)=O.C([N:17]([CH2:20]C)CC)C.C1(P(N=[N+]=[N-])(C2C=CC=CC=2)=[O:29])C=CC=CC=1, predict the reaction product. The product is: [CH3:1][O:2][C:3]1[CH:8]=[C:7]([O:9][CH3:10])[CH:6]=[CH:5][C:4]=1[CH2:11][N:17]=[C:20]=[O:29]. (3) The product is: [F:7][C:8]1[CH2:13][CH2:12][CH:11]([CH2:14][OH:15])[CH2:10][CH:9]=1. Given the reactants [H-].[Al+3].[Li+].[H-].[H-].[H-].[F:7][C:8]1[CH2:13][CH2:12][CH:11]([C:14](OCC)=[O:15])[CH2:10][CH:9]=1, predict the reaction product. (4) Given the reactants [F:1][C:2]1[CH:7]=[C:6]([I:8])[CH:5]=[CH:4][C:3]=1[N:9]1[C:14]2[N:15]([CH3:31])[C:16](=[O:30])[C:17]([CH3:29])=[C:18]([NH:19][C:20]3[CH:21]=[C:22]([CH:26]=[CH:27][CH:28]=3)[C:23]([OH:25])=O)[C:13]=2[C:12](=[O:32])[N:11]([CH2:33][C:34]2[CH:39]=[CH:38][C:37]([O:40][CH3:41])=[CH:36][CH:35]=2)[C:10]1=[O:42].CCN=C=NCCCN(C)C.Cl.C1C=CC2N(O)N=NC=2C=1.CCN(C(C)C)C(C)C.Cl.[NH:75]1[CH2:79][CH2:78][CH:77]([OH:80])[CH2:76]1, predict the reaction product. The product is: [F:1][C:2]1[CH:7]=[C:6]([I:8])[CH:5]=[CH:4][C:3]=1[N:9]1[C:14]2[N:15]([CH3:31])[C:16](=[O:30])[C:17]([CH3:29])=[C:18]([NH:19][C:20]3[CH:28]=[CH:27][CH:26]=[C:22]([C:23]([N:75]4[CH2:79][CH2:78][CH:77]([OH:80])[CH2:76]4)=[O:25])[CH:21]=3)[C:13]=2[C:12](=[O:32])[N:11]([CH2:33][C:34]2[CH:35]=[CH:36][C:37]([O:40][CH3:41])=[CH:38][CH:39]=2)[C:10]1=[O:42].